The task is: Predict which catalyst facilitates the given reaction.. This data is from Catalyst prediction with 721,799 reactions and 888 catalyst types from USPTO. (1) Reactant: [S:1]([C:4]1[S:8][C:7]([NH:9][C:10]2[N:15]=[CH:14][C:13]([CH2:16][NH:17][C:18](=[O:24])[O:19][C:20]([CH3:23])([CH3:22])[CH3:21])=[CH:12][CH:11]=2)=[N:6][CH:5]=1)[C:2]#N.SC[C@H]([C@@H](CS)O)O.[O-]P([O-])([O-])=O.[K+].[K+].[K+].ClC1[CH:47]=[CH:46][N:45]=[C:44]([C:48]([O:50][CH3:51])=[O:49])[C:43]=1[F:52]. Product: [C:20]([O:19][C:18]([NH:17][CH2:16][C:13]1[CH:12]=[CH:11][C:10]([NH:9][C:7]2[S:8][C:4]([S:1][C:2]3[CH:47]=[CH:46][N:45]=[C:44]([C:48]([O:50][CH3:51])=[O:49])[C:43]=3[F:52])=[CH:5][N:6]=2)=[N:15][CH:14]=1)=[O:24])([CH3:23])([CH3:22])[CH3:21]. The catalyst class is: 475. (2) The catalyst class is: 7. Product: [CH2:14]([N:16]([CH2:17][CH3:18])[C:2](=[S:3])[NH:1][C:4]1[CH:13]=[CH:12][CH:11]=[CH:10][C:5]=1[C:6]([O:8][CH3:9])=[O:7])[CH3:15]. Reactant: [N:1]([C:4]1[CH:13]=[CH:12][CH:11]=[CH:10][C:5]=1[C:6]([O:8][CH3:9])=[O:7])=[C:2]=[S:3].[CH2:14]([NH:16][CH2:17][CH3:18])[CH3:15].O. (3) Reactant: [Cl:1][C:2]1[N:10]=[C:9]2[C:5]([NH:6][CH:7]=[N:8]2)=[C:4]([Cl:11])[N:3]=1.[C:12]1([CH3:21])[CH:17]=[CH:16][CH:15]=[C:14](B(O)O)[CH:13]=1.N1C2C(=CC=C3C=2N=CC=C3)C=CC=1. Product: [Cl:1][C:2]1[N:10]=[C:9]2[C:5]([N:6]=[CH:7][N:8]2[C:14]2[CH:13]=[C:12]([CH3:21])[CH:17]=[CH:16][CH:15]=2)=[C:4]([Cl:11])[N:3]=1. The catalyst class is: 4.